This data is from Catalyst prediction with 721,799 reactions and 888 catalyst types from USPTO. The task is: Predict which catalyst facilitates the given reaction. (1) Reactant: [N+:1]([C:4]1[CH:5]=[CH:6][C:7]2[S:11][N:10]=[CH:9][C:8]=2[CH:12]=1)([O-])=O.[N+](C1C2C=NSC=2C=CC=1)([O-])=O.O.O.O.O.O.O.O.O.O.[S-2].[Na+].[Na+].C(O)C.O. Product: [S:11]1[C:7]2[CH:6]=[CH:5][C:4]([NH2:1])=[CH:12][C:8]=2[CH:9]=[N:10]1. The catalyst class is: 13. (2) Reactant: [Cl:1][C:2]1[N:17]=[CH:16][CH:15]=[CH:14][C:3]=1[C:4]([NH:6][C:7]1[CH:12]=[CH:11][CH:10]=[CH:9][C:8]=1[OH:13])=[O:5].Br[CH:19]([CH3:23])[C:20](=[O:22])[CH3:21].C(=O)([O-])[O-].[K+].[K+].O. Product: [Cl:1][C:2]1[N:17]=[CH:16][CH:15]=[CH:14][C:3]=1[C:4]([NH:6][C:7]1[CH:12]=[CH:11][CH:10]=[CH:9][C:8]=1[O:13][CH:19]([CH3:23])[C:20](=[O:22])[CH3:21])=[O:5]. The catalyst class is: 42. (3) Reactant: [F:1][C:2]1[CH:7]=[CH:6][CH:5]=[CH:4][C:3]=1[N:8]1[C:16]2[C:11](=[C:12]([N:17]3[CH2:24][C@@H:23]4[C@@H:19]([CH2:20][NH:21][CH2:22]4)[C:18]3=[O:25])[CH:13]=[CH:14][CH:15]=2)[CH:10]=[N:9]1.[OH:26][C@H:27]([CH3:32])[CH2:28][C:29](O)=[O:30].C(N(CC)CC)C.C(P1(=O)OP(=O)(CCC)OP(=O)(CCC)O1)CC. Product: [F:1][C:2]1[CH:7]=[CH:6][CH:5]=[CH:4][C:3]=1[N:8]1[C:16]2[C:11](=[C:12]([N:17]3[CH2:24][C@@H:23]4[C@@H:19]([CH2:20][N:21]([C:29](=[O:30])[CH2:28][C@H:27]([OH:26])[CH3:32])[CH2:22]4)[C:18]3=[O:25])[CH:13]=[CH:14][CH:15]=2)[CH:10]=[N:9]1. The catalyst class is: 7. (4) Reactant: C(O[C:6](=O)[N:7]([C@@H:9]([CH3:47])[C:10]([NH:12][C@@H:13]([CH:39]1[CH2:44][CH2:43][C:42]([F:46])([F:45])[CH2:41][CH2:40]1)[C:14]([N:16]1[C@H:21]([C:22](=[O:34])[NH:23][C@H:24]2[C:33]3[C:28](=[CH:29][CH:30]=[CH:31][CH:32]=3)[O:27][CH2:26][CH2:25]2)[CH2:20][N:19]2[CH2:35][C@H:36]([OH:38])[CH2:37][C@@H:18]2[CH2:17]1)=[O:15])=[O:11])C)(C)(C)C.[ClH:49].COC1CCCC1. Product: [ClH:49].[ClH:49].[F:46][C:42]1([F:45])[CH2:43][CH2:44][CH:39]([C@H:13]([NH:12][C:10](=[O:11])[C@H:9]([CH3:47])[NH:7][CH3:6])[C:14]([N:16]2[C@H:21]([C:22]([NH:23][C@H:24]3[C:33]4[C:28](=[CH:29][CH:30]=[CH:31][CH:32]=4)[O:27][CH2:26][CH2:25]3)=[O:34])[CH2:20][N:19]3[CH2:35][C@H:36]([OH:38])[CH2:37][C@@H:18]3[CH2:17]2)=[O:15])[CH2:40][CH2:41]1. The catalyst class is: 5. (5) The catalyst class is: 14. Reactant: [CH:1]1[N:6]=[C:5](Cl)[C:4]2[N:8]=[CH:9][N:10]([C@@H:11]3[O:15][C@H:14]([CH2:16][OH:17])[C@@H:13]([OH:18])[C@H:12]3[OH:19])[C:3]=2[N:2]=1.Cl.[C:21]1([CH2:37][NH2:38])[C:34]2[C:35]3=[C:36]4[C:31](=[CH:32][CH:33]=2)[CH:30]=[CH:29][CH:28]=[C:27]4[CH:26]=[CH:25][C:24]3=[CH:23][CH:22]=1.C(N(C(C)C)CC)(C)C. Product: [C:21]1([CH2:37][NH:38][C:5]2[C:4]3[N:8]=[CH:9][N:10]([C:3]=3[N:2]=[CH:1][N:6]=2)[C@@H:11]2[O:15][C@H:14]([CH2:16][OH:17])[C@@H:13]([OH:18])[C@H:12]2[OH:19])[C:34]2[C:35]3=[C:36]4[C:31](=[CH:32][CH:33]=2)[CH:30]=[CH:29][CH:28]=[C:27]4[CH:26]=[CH:25][C:24]3=[CH:23][CH:22]=1.